From a dataset of Forward reaction prediction with 1.9M reactions from USPTO patents (1976-2016). Predict the product of the given reaction. (1) Given the reactants [CH3:1][O:2][C:3]([C:5]1[CH:10]=[CH:9][C:8]([CH2:11][N:12]([CH2:14][CH:15]2[CH2:19][CH2:18][CH2:17][N:16]2C(OC(C)(C)C)=O)[CH3:13])=[CH:7][CH:6]=1)=[O:4].Cl, predict the reaction product. The product is: [CH3:13][N:12]([CH2:11][C:8]1[CH:7]=[CH:6][C:5]([C:3]([O:2][CH3:1])=[O:4])=[CH:10][CH:9]=1)[CH2:14][CH:15]1[CH2:19][CH2:18][CH2:17][NH:16]1. (2) Given the reactants [Br:1][C:2]1[C:3]([O:13][CH2:14][CH3:15])=[N:4][CH:5]=[C:6]([CH:12]=1)[C:7](OCC)=[O:8].CC(C[AlH]CC(C)C)C.[OH-].[Na+], predict the reaction product. The product is: [Br:1][C:2]1[CH:12]=[C:6]([CH2:7][OH:8])[CH:5]=[N:4][C:3]=1[O:13][CH2:14][CH3:15]. (3) Given the reactants Br[C:2]1[N:6]2[CH:7]=[CH:8][N:9]=[C:10]([NH2:11])[C:5]2=[C:4]([C:12]2[CH:17]=[CH:16][C:15]([O:18][C:19]3[CH:24]=[CH:23][CH:22]=[CH:21][CH:20]=3)=[CH:14][CH:13]=2)[N:3]=1.[S:25]1[CH:29]=[CH:28][C:27](B(O)O)=[CH:26]1.C(=O)([O-])[O-].[K+].[K+].COCCOC.O, predict the reaction product. The product is: [O:18]([C:15]1[CH:16]=[CH:17][C:12]([C:4]2[N:3]=[C:2]([C:27]3[CH:28]=[CH:29][S:25][CH:26]=3)[N:6]3[CH:7]=[CH:8][N:9]=[C:10]([NH2:11])[C:5]=23)=[CH:13][CH:14]=1)[C:19]1[CH:24]=[CH:23][CH:22]=[CH:21][CH:20]=1. (4) The product is: [Br:28][CH2:29][C:30]([N:3]1[CH:2]([CH3:1])[CH2:8][C:7]2[CH:9]=[C:10]3[O:15][CH2:14][O:13][C:11]3=[CH:12][C:6]=2[C:5]([C:16]2[CH:21]=[CH:20][C:19]([N+:22]([O-:24])=[O:23])=[CH:18][CH:17]=2)=[N:4]1)=[O:32]. Given the reactants [CH3:1][CH:2]1[CH2:8][C:7]2[CH:9]=[C:10]3[O:15][CH2:14][O:13][C:11]3=[CH:12][C:6]=2[C:5]([C:16]2[CH:21]=[CH:20][C:19]([N+:22]([O-:24])=[O:23])=[CH:18][CH:17]=2)=[N:4][N:3]1C(=S)N.[Br:28][CH2:29][C:30]([OH:32])=O.C1(N=C=NC2CCCCC2)CCCCC1, predict the reaction product. (5) Given the reactants [NH2:1][C@H:2]([CH:5]([CH3:7])[CH3:6])[CH2:3][OH:4].[Br:8][C:9]1[CH:10]=[C:11]([CH:16]=[CH:17][C:18]=1[CH2:19]Br)[C:12]([O:14][CH3:15])=[O:13], predict the reaction product. The product is: [Br:8][C:9]1[CH:10]=[C:11]([CH:16]=[CH:17][C:18]=1[CH2:19][NH:1][C@H:2]([CH:5]([CH3:7])[CH3:6])[CH2:3][OH:4])[C:12]([O:14][CH3:15])=[O:13]. (6) Given the reactants Br[C:2]1[CH:7]=[CH:6][C:5]([C:8]2[N:12]([C:13]3[C:18]([Cl:19])=[CH:17][CH:16]=[CH:15][C:14]=3[Cl:20])[N:11]=[C:10]([C:21]([OH:24])([CH3:23])[CH3:22])[CH:9]=2)=[C:4]([CH3:25])[CH:3]=1.[O:26]1[CH2:31][CH2:30][N:29]([CH2:32][CH2:33][NH2:34])[CH2:28][CH2:27]1.CC(C)([O-])C.[Na+].C1(C2C=CC=CC=2)C=CC=CC=1P(C(C)(C)C)C(C)(C)C, predict the reaction product. The product is: [Cl:20][C:14]1[CH:15]=[CH:16][CH:17]=[C:18]([Cl:19])[C:13]=1[N:12]1[C:8]([C:5]2[CH:6]=[CH:7][C:2]([NH:34][CH2:33][CH2:32][N:29]3[CH2:30][CH2:31][O:26][CH2:27][CH2:28]3)=[CH:3][C:4]=2[CH3:25])=[CH:9][C:10]([C:21]([OH:24])([CH3:23])[CH3:22])=[N:11]1. (7) Given the reactants C([O-])C.[Na+].C(OCC)(=O)[CH2:6][C:7]([O:9][CH2:10][CH3:11])=[O:8].Cl[C:17]1[C:21]2[CH:22]=[CH:23][CH:24]=[CH:25][C:20]=2[S:19][N:18]=1, predict the reaction product. The product is: [NH2:18][C:17]1[C:21]2[CH:22]=[CH:23][CH:24]=[CH:25][C:20]=2[S:19][C:6]=1[C:7]([O:9][CH2:10][CH3:11])=[O:8].